This data is from Full USPTO retrosynthesis dataset with 1.9M reactions from patents (1976-2016). The task is: Predict the reactants needed to synthesize the given product. (1) Given the product [OH:21][C:8]1([CH2:7][C:6]([OH:22])=[O:5])[CH2:13][CH:12]2[CH2:14][CH2:15][CH:9]1[CH:10]=[C:11]2[C:16]1[S:17][CH:18]=[CH:19][CH:20]=1, predict the reactants needed to synthesize it. The reactants are: C([O:5][C:6](=[O:22])[CH2:7][C:8]1([OH:21])[CH2:13][CH:12]2[CH2:14][CH2:15][CH:9]1[CH:10]=[C:11]2[C:16]1[S:17][CH:18]=[CH:19][CH:20]=1)(C)(C)C.O[Li].O.O.CO. (2) The reactants are: [F:1][C:2]([F:13])([F:12])[CH:3]([C:8]([F:11])([F:10])[F:9])[CH:4]([CH2:6][OH:7])[NH2:5].C(N(CC)CC)C.[Cl:21][C:22]1[CH:27]=[CH:26][C:25]([S:28](Cl)(=[O:30])=[O:29])=[CH:24][C:23]=1[O:32][CH3:33]. Given the product [Cl:21][C:22]1[CH:27]=[CH:26][C:25]([S:28]([NH:5][CH:4]([CH2:6][OH:7])[CH:3]([C:8]([F:10])([F:9])[F:11])[C:2]([F:12])([F:13])[F:1])(=[O:30])=[O:29])=[CH:24][C:23]=1[O:32][CH3:33], predict the reactants needed to synthesize it. (3) Given the product [CH3:1][C:2]1[N:3]([CH2:13][C:14]([OH:16])=[O:15])[C:4]2[CH2:5][CH2:6][C:7]([CH3:11])([CH3:12])[CH2:8][C:9]=2[C:10]=1[S:25][C:19]1[CH:24]=[CH:23][CH:22]=[CH:21][CH:20]=1, predict the reactants needed to synthesize it. The reactants are: [CH3:1][C:2]1[N:3]([CH2:13][C:14]([O:16]CC)=[O:15])[C:4]2[CH2:5][CH2:6][C:7]([CH3:12])([CH3:11])[CH2:8][C:9]=2[CH:10]=1.[C:19]1([SH:25])[CH:24]=[CH:23][CH:22]=[CH:21][CH:20]=1.II.[OH-].[Na+].Cl.